Dataset: Catalyst prediction with 721,799 reactions and 888 catalyst types from USPTO. Task: Predict which catalyst facilitates the given reaction. (1) Reactant: C(OC([NH:11][C@H:12]([C:14]([NH:16][C:17]1[CH:18]=[CH:19][C:20]2[C:26]3[C:27]([O:35][CH3:36])=[C:28]([O:33][CH3:34])[C:29]([O:31][CH3:32])=[CH:30][C:25]=3[CH2:24][CH2:23][CH:22]([NH:37][C:38](=[O:40])[CH3:39])[C:21]=2[CH:41]=1)=[O:15])[CH3:13])=O)C1C=CC=CC=1. Product: [NH2:11][C@H:12]([C:14]([NH:16][C:17]1[CH:18]=[CH:19][C:20]2[C:26]3[C:27]([O:35][CH3:36])=[C:28]([O:33][CH3:34])[C:29]([O:31][CH3:32])=[CH:30][C:25]=3[CH2:24][CH2:23][CH:22]([NH:37][C:38](=[O:40])[CH3:39])[C:21]=2[CH:41]=1)=[O:15])[CH3:13]. The catalyst class is: 29. (2) Reactant: [NH2:1][C:2]1[C:10]2[N:9]=[C:8]([N:11]([CH3:13])[CH3:12])[N:7]([CH3:14])[C:6]=2[CH:5]=[C:4]([Br:15])[CH:3]=1.[CH3:16][C:17]1[CH:24]=[CH:23][CH:22]=[C:21]([CH3:25])[C:18]=1[CH:19]=O.C(O[BH-](OC(=O)C)OC(=O)C)(=O)C.[Na+].C(=O)([O-])O.[Na+]. Product: [Br:15][C:4]1[CH:3]=[C:2]([NH:1][CH2:19][C:18]2[C:21]([CH3:25])=[CH:22][CH:23]=[CH:24][C:17]=2[CH3:16])[C:10]2[N:9]=[C:8]([N:11]([CH3:12])[CH3:13])[N:7]([CH3:14])[C:6]=2[CH:5]=1. The catalyst class is: 411. (3) Reactant: [CH3:1][N:2]1[C@@H:7]2[C@@H:8]3[O:10][C@@H:9]3[C@H:3]1[CH2:4][CH:5]([O:11][C:12]([C:14]([OH:25])([C:20]1[S:24][CH:23]=[CH:22][CH:21]=1)[C:15]1[S:19][CH:18]=[CH:17][CH:16]=1)=[O:13])[CH2:6]2.[CH3:26][Br:27]. Product: [CH3:1][N+:2]1([CH3:26])[C@@H:3]2[C@@H:9]3[O:10][C@@H:8]3[C@H:7]1[CH2:6][C@@H:5]([O:11][C:12]([C:14]([OH:25])([C:15]1[S:19][CH:18]=[CH:17][CH:16]=1)[C:20]1[S:24][CH:23]=[CH:22][CH:21]=1)=[O:13])[CH2:4]2.[OH2:10].[Br-:27]. The catalyst class is: 643. (4) Reactant: [Cl:1][C:2]1[CH:3]=[C:4]([C@@H:8]2[C@@H:13]([C:14]3[CH:19]=[CH:18][C:17]([Cl:20])=[CH:16][CH:15]=3)[N:12]([C@@H:21]([CH2:25][CH3:26])[C@@H:22]([OH:24])[CH3:23])[C:11](=[O:27])[C@:10]([CH2:29][C:30]([OH:32])=[O:31])([CH3:28])[CH2:9]2)[CH:5]=[CH:6][CH:7]=1.[H-].[Na+].I[CH3:36]. Product: [Cl:1][C:2]1[CH:3]=[C:4]([C@@H:8]2[C@@H:13]([C:14]3[CH:19]=[CH:18][C:17]([Cl:20])=[CH:16][CH:15]=3)[N:12]([C@@H:21]([CH2:25][CH3:26])[C@@H:22]([OH:24])[CH3:23])[C:11](=[O:27])[C@:10]([CH2:29][C:30]([O:32][CH3:36])=[O:31])([CH3:28])[CH2:9]2)[CH:5]=[CH:6][CH:7]=1. The catalyst class is: 1. (5) Reactant: [CH3:1][C:2]([S:8][C:9]1[CH:14]=[CH:13][CH:12]=[CH:11][CH:10]=1)([CH3:7])[C:3](OC)=[O:4].CC(C[AlH]CC(C)C)C.Cl. Product: [CH3:7][C:2]([S:8][C:9]1[CH:14]=[CH:13][CH:12]=[CH:11][CH:10]=1)([CH3:1])[CH2:3][OH:4]. The catalyst class is: 426.